Task: Predict the reaction yield, written as a fraction of the theoretical maximum amount of product (1.0 means a 100% yield; for example, 0.34 means a 34% yield).. Dataset: Reaction yield outcomes from USPTO patents with 853,638 reactions (1) The reactants are [O:1]=[C:2]([C:6]1[CH:11]=[CH:10][CH:9]=[CH:8][CH:7]=1)[CH2:3][C:4]#[N:5].[Cl:12][C:13]1[CH:18]=[CH:17][C:16]([SH:19])=[CH:15][CH:14]=1. No catalyst specified. The product is [ClH:12].[O:1]=[C:2]([C:6]1[CH:11]=[CH:10][CH:9]=[CH:8][CH:7]=1)[CH2:3][C:4]([S:19][C:16]1[CH:17]=[CH:18][C:13]([Cl:12])=[CH:14][CH:15]=1)=[NH:5]. The yield is 0.680. (2) The reactants are O[C:2]1[C:3]([Cl:12])=[C:4]([Cl:11])[C:5]2[N:6]([CH:8]=[CH:9][N:10]=2)[N:7]=1.CCOC1C=CC(N)=CC=1.O=P(Cl)(Cl)[Cl:25]. The catalyst is C(Cl)Cl. The product is [Cl:25][C:2]1[C:3]([Cl:12])=[C:4]([Cl:11])[C:5]2[N:6]([CH:8]=[CH:9][N:10]=2)[N:7]=1. The yield is 0.370. (3) The reactants are [CH2:1]([C@:3]12[CH2:27][CH2:26][C@:25]([C:29]([F:32])([F:31])[F:30])([OH:28])[CH2:24][C@@H:4]1[CH2:5][CH2:6][CH2:7][C:8]1[C:9]2=[CH:10][C:11]2[CH:12]=[N:13][N:14]([C:17]3[CH:22]=[CH:21][C:20]([F:23])=[CH:19][CH:18]=3)[C:15]=2[CH:16]=1)[CH3:2].[S:33](Cl)(=[O:36])(=[O:35])[NH2:34]. The catalyst is CN(C)C(=O)C. The product is [S:33](=[O:36])(=[O:35])([O:28][C@:25]1([C:29]([F:32])([F:31])[F:30])[CH2:24][C@@H:4]2[CH2:5][CH2:6][CH2:7][C:8]3[C:9](=[CH:10][C:11]4[CH:12]=[N:13][N:14]([C:17]5[CH:18]=[CH:19][C:20]([F:23])=[CH:21][CH:22]=5)[C:15]=4[CH:16]=3)[C@@:3]2([CH2:1][CH3:2])[CH2:27][CH2:26]1)[NH2:34]. The yield is 0.740. (4) The reactants are FC(F)(F)C(O)=O.[CH3:8][O:9][C:10](=[O:34])[C@@H:11]([NH:14][C:15]([C:17]1[S:18][C:19]([C:23](=[O:33])[NH:24][CH2:25][C:26]2[CH:31]=[CH:30][CH:29]=[C:28]([OH:32])[CH:27]=2)=[CH:20][C:21]=1[Cl:22])=[O:16])[CH2:12][NH2:13].C(N(CC)CC)C.CCOP(ON1N=NC2C=CC=CC=2C1=O)(OCC)=O.[S:62]1[CH:66]=[CH:65][CH:64]=[C:63]1[C:67](O)=[O:68]. The catalyst is CN(C=O)C.CCOC(C)=O. The product is [CH3:8][O:9][C:10](=[O:34])[C@@H:11]([NH:14][C:15]([C:17]1[S:18][C:19]([C:23](=[O:33])[NH:24][CH2:25][C:26]2[CH:31]=[CH:30][CH:29]=[C:28]([OH:32])[CH:27]=2)=[CH:20][C:21]=1[Cl:22])=[O:16])[CH2:12][NH:13][C:67]([C:63]1[S:62][CH:66]=[CH:65][CH:64]=1)=[O:68]. The yield is 0.490. (5) The reactants are [C:1]([O:5][C:6]([N:8]1[C:16]2[C:11](=[CH:12][CH:13]=[CH:14][C:15]=2[N:17]2[CH2:22][CH2:21][N:20]([C:23]([O:25][C:26]([CH3:29])([CH3:28])[CH3:27])=[O:24])[CH2:19][CH2:18]2)[C:10]([CH2:30][C:31]2[CH:36]=[CH:35][CH:34]=[CH:33][CH:32]=2)=[CH:9]1)=[O:7])([CH3:4])([CH3:3])[CH3:2].[Li]C(C)(C)C.Cl[C:43]([O:45][CH2:46][C:47]1[CH:52]=[CH:51][CH:50]=[CH:49][CH:48]=1)=[O:44].O. The catalyst is C1COCC1.CCOC(C)=O. The product is [C:1]([O:5][C:6]([N:8]1[C:16]2[C:11](=[CH:12][CH:13]=[CH:14][C:15]=2[N:17]2[CH2:22][CH2:21][N:20]([C:23]([O:25][C:26]([CH3:28])([CH3:29])[CH3:27])=[O:24])[CH2:19][CH2:18]2)[C:10]([CH2:30][C:31]2[CH:32]=[CH:33][CH:34]=[CH:35][CH:36]=2)=[C:9]1[C:43]([O:45][CH2:46][C:47]1[CH:52]=[CH:51][CH:50]=[CH:49][CH:48]=1)=[O:44])=[O:7])([CH3:2])([CH3:3])[CH3:4]. The yield is 0.390. (6) The reactants are C([C:3]1[CH:19]=[CH:18][C:6]([O:7][C:8]2[CH:9]=[CH:10][C:11]3[B:15]([OH:16])[O:14][CH2:13][C:12]=3[CH:17]=2)=[CH:5][CH:4]=1)#N.[N-:20]=[N+:21]=[N-:22].[Na+].[Cl-].[NH4+].O.[CH3:27][N:28](C)C=O. No catalyst specified. The product is [OH:16][B:15]1[C:11]2[CH:10]=[CH:9][C:8]([O:7][C:6]3[CH:5]=[CH:4][C:3]([N:20]4[CH:27]=[N:28][N:22]=[N:21]4)=[CH:19][CH:18]=3)=[CH:17][C:12]=2[CH2:13][O:14]1. The yield is 0.230. (7) The reactants are Cl.C([N:9]1[CH2:14][CH2:13][CH:12]([C:15]([O:17][CH2:18][CH3:19])=[O:16])[C:11](=[O:20])[CH2:10]1)C1C=CC=CC=1.C(N(CC)CC)C.[C:36](O[C:36]([O:38][C:39]([CH3:42])([CH3:41])[CH3:40])=[O:37])([O:38][C:39]([CH3:42])([CH3:41])[CH3:40])=[O:37]. The catalyst is C(O)C.[Pd]. The product is [O:20]=[C:11]1[CH:12]([C:15]([O:17][CH2:18][CH3:19])=[O:16])[CH2:13][CH2:14][N:9]([C:36]([O:38][C:39]([CH3:40])([CH3:41])[CH3:42])=[O:37])[CH2:10]1. The yield is 0.940.